This data is from Full USPTO retrosynthesis dataset with 1.9M reactions from patents (1976-2016). The task is: Predict the reactants needed to synthesize the given product. (1) Given the product [Cl:2][C:3]1[N:4]=[C:5]([C:10]([NH:12][C@H:13]2[CH2:18][CH2:17][N:16]([C:33]3[S:34][C:35]([C:45]([O:47][CH2:48][CH3:49])=[O:46])=[C:36]([C:38](=[O:44])[NH:39][CH2:40][CH2:41][O:42][CH3:43])[N:37]=3)[CH2:15][C@H:14]2[O:19][CH:20]([CH3:21])[CH3:22])=[O:11])[NH:6][C:7]=1[CH2:8][CH3:9], predict the reactants needed to synthesize it. The reactants are: Cl.[Cl:2][C:3]1[N:4]=[C:5]([C:10]([NH:12][C@H:13]2[CH2:18][CH2:17][NH:16][CH2:15][C@H:14]2[O:19][CH:20]([CH3:22])[CH3:21])=[O:11])[NH:6][C:7]=1[CH2:8][CH3:9].C(N(C(C)C)CC)(C)C.Cl[C:33]1[S:34][C:35]([C:45]([O:47][CH2:48][CH3:49])=[O:46])=[C:36]([C:38](=[O:44])[NH:39][CH2:40][CH2:41][O:42][CH3:43])[N:37]=1. (2) Given the product [CH:1]1([N:4]([CH2:15][C:16]2([CH2:29][CH2:30][C:31]([OH:40])=[O:32])[CH2:17][CH2:18][N:19]([C:22]([O:24][C:25]([CH3:26])([CH3:27])[CH3:28])=[O:23])[CH2:20][CH2:21]2)[C:5]([O:7][CH2:8][C:9]2[CH:14]=[CH:13][CH:12]=[CH:11][CH:10]=2)=[O:6])[CH2:2][CH2:3]1, predict the reactants needed to synthesize it. The reactants are: [CH:1]1([N:4]([CH2:15][C:16]2([CH2:29][CH2:30][CH2:31][OH:32])[CH2:21][CH2:20][N:19]([C:22]([O:24][C:25]([CH3:28])([CH3:27])[CH3:26])=[O:23])[CH2:18][CH2:17]2)[C:5]([O:7][CH2:8][C:9]2[CH:14]=[CH:13][CH:12]=[CH:11][CH:10]=2)=[O:6])[CH2:3][CH2:2]1.C([O:40]C(Cl)=O)C1C=CC=CC=1.CCN(C(C)C)C(C)C.S(=O)(=O)(O)O.